From a dataset of Full USPTO retrosynthesis dataset with 1.9M reactions from patents (1976-2016). Predict the reactants needed to synthesize the given product. (1) Given the product [CH2:21]([O:3][C@H:4]1[C@H:9]([CH:10]([CH3:11])[CH3:12])[CH2:8][CH2:7][N:6]([C:13]([O:15][C:16]([CH3:17])([CH3:19])[CH3:18])=[O:14])[CH2:5]1)[CH3:22], predict the reactants needed to synthesize it. The reactants are: [H-].[Na+].[OH:3][C@H:4]1[C@H:9]([CH:10]([CH3:12])[CH3:11])[CH2:8][CH2:7][N:6]([C:13]([O:15][C:16]([CH3:19])([CH3:18])[CH3:17])=[O:14])[CH2:5]1.I[CH2:21][CH3:22].O. (2) Given the product [CH3:41][C:40]([O:39][C:38]([NH:37][CH2:36][CH2:35][S:45][C:46]1[CH:47]=[CH:48][C:49]([C:50]([O:52][CH3:53])=[O:51])=[CH:54][CH:55]=1)=[O:44])([CH3:43])[CH3:42], predict the reactants needed to synthesize it. The reactants are: N(C(OC(C)C)=O)=NC(OC(C)C)=O.C1(P(C2C=CC=CC=2)C2C=CC=CC=2)C=CC=CC=1.O[CH2:35][CH2:36][NH:37][C:38](=[O:44])[O:39][C:40]([CH3:43])([CH3:42])[CH3:41].[SH:45][C:46]1[CH:55]=[CH:54][C:49]([C:50]([O:52][CH3:53])=[O:51])=[CH:48][CH:47]=1. (3) Given the product [CH3:1][O:2][C:3](=[O:18])[C@@H:4]([N:13]1[CH:17]=[CH:16][CH:15]=[CH:14]1)[CH2:5][C:6]1[CH:11]=[CH:10][C:9]([O:12][CH2:28][CH2:27][C:22]2[CH:23]=[CH:24][CH:25]=[CH:26][C:21]=2[C:20]([F:19])([F:30])[F:31])=[CH:8][CH:7]=1, predict the reactants needed to synthesize it. The reactants are: [CH3:1][O:2][C:3](=[O:18])[C@@H:4]([N:13]1[CH:17]=[CH:16][CH:15]=[CH:14]1)[CH2:5][C:6]1[CH:11]=[CH:10][C:9]([OH:12])=[CH:8][CH:7]=1.[F:19][C:20]([F:31])([F:30])[C:21]1[CH:26]=[CH:25][CH:24]=[CH:23][C:22]=1[CH2:27][CH2:28]O. (4) Given the product [CH2:1]([C:3]1[N:17]([C@@H:18]2[C:26]3[C:21](=[CH:22][C:23]([C:27]4[CH:32]=[CH:31][CH:30]=[CH:29][C:28]=4[C:33]4[N:37]([C:38]([C:45]5[CH:50]=[CH:49][CH:48]=[CH:47][CH:46]=5)([C:51]5[CH:56]=[CH:55][CH:54]=[CH:53][CH:52]=5)[C:39]5[CH:40]=[CH:41][CH:42]=[CH:43][CH:44]=5)[N:36]=[N:35][N:34]=4)=[CH:24][CH:25]=3)[CH2:20][CH2:19]2)[C:6]2=[N:7][C:8]([C:12]#[C:13][C@@H:14]([O:16][CH3:59])[CH3:15])=[CH:9][C:10]([CH3:11])=[C:5]2[N:4]=1)[CH3:2], predict the reactants needed to synthesize it. The reactants are: [CH2:1]([C:3]1[N:17]([C@@H:18]2[C:26]3[C:21](=[CH:22][C:23]([C:27]4[CH:32]=[CH:31][CH:30]=[CH:29][C:28]=4[C:33]4[N:37]([C:38]([C:51]5[CH:56]=[CH:55][CH:54]=[CH:53][CH:52]=5)([C:45]5[CH:50]=[CH:49][CH:48]=[CH:47][CH:46]=5)[C:39]5[CH:44]=[CH:43][CH:42]=[CH:41][CH:40]=5)[N:36]=[N:35][N:34]=4)=[CH:24][CH:25]=3)[CH2:20][CH2:19]2)[C:6]2=[N:7][C:8]([C:12]#[C:13][C@@H:14]([OH:16])[CH3:15])=[CH:9][C:10]([CH3:11])=[C:5]2[N:4]=1)[CH3:2].[H-].[Na+].[CH3:59]I. (5) Given the product [CH3:1][N:2]1[CH2:3][CH2:4][N:5]([C:8]2[CH:9]=[C:10]([CH2:14][C:15]([O-:17])=[O:16])[CH:11]=[CH:12][CH:13]=2)[CH2:6][CH2:7]1.[Na+:20], predict the reactants needed to synthesize it. The reactants are: [CH3:1][N:2]1[CH2:7][CH2:6][N:5]([C:8]2[CH:9]=[C:10]([CH2:14][C:15]([O:17]C)=[O:16])[CH:11]=[CH:12][CH:13]=2)[CH2:4][CH2:3]1.[OH-].[Na+:20]. (6) The reactants are: [Cl:1][C:2]1[CH:10]=[CH:9][C:5]([CH2:6][C:7]#[N:8])=[C:4]([F:11])[CH:3]=1.[CH3:12][C:13]([CH3:18])([CH3:17])[CH2:14][CH:15]=O.[OH-].[Na+]. Given the product [Cl:1][C:2]1[CH:10]=[CH:9][C:5](/[C:6](=[CH:15]/[CH2:14][C:13]([CH3:18])([CH3:17])[CH3:12])/[C:7]#[N:8])=[C:4]([F:11])[CH:3]=1, predict the reactants needed to synthesize it.